Dataset: Full USPTO retrosynthesis dataset with 1.9M reactions from patents (1976-2016). Task: Predict the reactants needed to synthesize the given product. Given the product [F:1][C:2]([F:36])([F:35])[C:3]1[CH:4]=[C:5]([C:13]([CH3:34])([CH3:33])[C:14]([N:16]([C:18]2[CH:19]=[N:20][C:21]([C:43]3[CH:42]=[CH:41][CH:40]=[C:39]([CH2:38][OH:37])[CH:44]=3)=[CH:22][C:23]=2[C:24]2[CH:29]=[CH:28][C:27]([F:30])=[CH:26][C:25]=2[CH3:31])[CH3:17])=[O:15])[CH:6]=[C:7]([C:9]([F:12])([F:11])[F:10])[CH:8]=1, predict the reactants needed to synthesize it. The reactants are: [F:1][C:2]([F:36])([F:35])[C:3]1[CH:4]=[C:5]([C:13]([CH3:34])([CH3:33])[C:14]([N:16]([C:18]2[CH:19]=[N:20][C:21](Cl)=[CH:22][C:23]=2[C:24]2[CH:29]=[CH:28][C:27]([F:30])=[CH:26][C:25]=2[CH3:31])[CH3:17])=[O:15])[CH:6]=[C:7]([C:9]([F:12])([F:11])[F:10])[CH:8]=1.[OH:37][CH2:38][C:39]1[CH:40]=[C:41](B(O)O)[CH:42]=[CH:43][CH:44]=1.COCCOC.C1(P(C2C=CC=CC=2)C2C=CC=CC=2)C=CC=CC=1.